From a dataset of Experimentally validated miRNA-target interactions with 360,000+ pairs, plus equal number of negative samples. Binary Classification. Given a miRNA mature sequence and a target amino acid sequence, predict their likelihood of interaction. (1) The miRNA is hsa-miR-495-3p with sequence AAACAAACAUGGUGCACUUCUU. The protein sequence of the target gene is MSEQSICQARASVMVYDDTSKKWVPIKPGQQGFSRINIYHNTASSTFRVVGVKLQDQQVVINYSIVKGLKYNQATPTFHQWRDARQVYGLNFASKEEATTFSNAMLFALNIMNSQEGGPSTQRQVQNGPSPEEMDIQRRQVMEQQHRQESLERRISATGPILPPGHPSSAASTTLSCSGPPPPPPPPVPPPPTGSTPPPPPPLPAGGAQGTNHDESSASGLAAALAGAKLRRVQRPEDASGGSSPSGTSKSDANRASSGGGGGGLMEEMNKLLAKRRKAASQTDKPADRKEDESQTEDPS.... Result: 0 (no interaction). (2) The miRNA is mmu-miR-136-5p with sequence ACUCCAUUUGUUUUGAUGAUGG. The protein sequence of the target gene is MAEAEDSPGEQEAAASKPLFAGLSDVSISQDIPIEGEITIPSRARAQEHDSSTLNESIRRTIMRDLKAVGRKFMHVLYPRKSNALLRDWDLWGPLILCVTLALMLQKSSIDGKNDGGGPEFAEVFVIIWFGAVTITLNSKLLGGNISFFQSLCVLGYCILPLNIAMLICRLLLLAGQGPINFMIRLFVVLLMFAWSVVASTAFLADSQPPNRKALAVYPVFLFYFVISWMILTFTP. Result: 0 (no interaction). (3) The protein sequence of the target gene is MNLERLRKRVRQYLDQQQYQSALFWADKVASLSREEPQDIYWLAQCLYLTAQYHRAAHALRSRKLDKLYEACRYLAARCHYAAKEHQQALDVLDMEEPINKRLFEKYLKDESGFKDPSSDWEMSQSSIKSSICLLRGKIYDALDNRTLATYSYKEALKLDVYCFEAFDLLTSHHMLTAQEEKELLESLPLSKLCNEEQELLRFLFENKLKKYNKPSETVIPESVDGLQENLDVVVSLAERHYYNCDFKMCYKLTSVVMEKDPFHASCLPVHIGTLVELNKANELFYLSHKLVDLYPSNPV.... The miRNA is mmu-miR-1947-5p with sequence AGGACGAGCUAGCUGAGUGCUG. Result: 0 (no interaction).